Dataset: Full USPTO retrosynthesis dataset with 1.9M reactions from patents (1976-2016). Task: Predict the reactants needed to synthesize the given product. (1) Given the product [CH2:23]1[CH:13]2[CH:12]([O:16][C:15]3[CH:17]=[CH:18][CH:19]=[CH:20][C:14]=32)[CH2:11][CH2:10][CH2:24]1, predict the reactants needed to synthesize it. The reactants are: CC(C)([O-])C.[K+].C(O[C:10]1[CH:24]=[CH:23][C:13]2[CH:14]3[CH2:20][CH2:19][CH:18](C=O)[CH2:17][CH:15]3[O:16][C:12]=2[C:11]=1F)C.O.Cl. (2) Given the product [F:28][C:23]1[CH:22]=[C:21]([NH:20][C:17]2[O:16][C:15]([C:13]3[NH:12][C:11]4[CH:10]=[CH:9][C:8]([C@H:29]5[CH2:34][CH2:33][C@H:32]([CH2:35][C:36]([O:38][CH3:39])=[O:37])[CH2:31][CH2:30]5)=[CH:7][C:6]=4[N:5]=3)=[N:19][N:18]=2)[CH:26]=[CH:25][C:24]=1[F:27], predict the reactants needed to synthesize it. The reactants are: C(O)(=O)C.[NH2:5][C:6]1[CH:7]=[C:8]([C@H:29]2[CH2:34][CH2:33][C@H:32]([CH2:35][C:36]([O:38][CH3:39])=[O:37])[CH2:31][CH2:30]2)[CH:9]=[CH:10][C:11]=1[NH:12][C:13]([C:15]1[O:16][C:17]([NH:20][C:21]2[CH:26]=[CH:25][C:24]([F:27])=[C:23]([F:28])[CH:22]=2)=[N:18][N:19]=1)=O. (3) Given the product [Cl:1][C:2]1[N:7]=[C:6]([C:10]#[C:9][C:11]2[CH:12]=[CH:13][C:14]([CH3:24])=[C:15]([NH:17][C:18](=[O:23])[C:19]([F:20])([F:21])[F:22])[CH:16]=2)[CH:5]=[CH:4][N:3]=1, predict the reactants needed to synthesize it. The reactants are: [Cl:1][C:2]1[N:7]=[C:6](Cl)[CH:5]=[CH:4][N:3]=1.[C:9]([C:11]1[CH:12]=[CH:13][C:14]([CH3:24])=[C:15]([NH:17][C:18](=[O:23])[C:19]([F:22])([F:21])[F:20])[CH:16]=1)#[CH:10]. (4) Given the product [CH3:1][O:2][CH2:3][C@@H:4]1[N:9]([CH3:17])[CH2:8][CH2:7][N:6]([C:10]([O:12][C:13]([CH3:16])([CH3:15])[CH3:14])=[O:11])[CH2:5]1, predict the reactants needed to synthesize it. The reactants are: [CH3:1][O:2][CH2:3][C@@H:4]1[NH:9][CH2:8][CH2:7][N:6]([C:10]([O:12][C:13]([CH3:16])([CH3:15])[CH3:14])=[O:11])[CH2:5]1.[CH2:17]=O.